The task is: Regression. Given a peptide amino acid sequence and an MHC pseudo amino acid sequence, predict their binding affinity value. This is MHC class I binding data.. This data is from Peptide-MHC class I binding affinity with 185,985 pairs from IEDB/IMGT. The peptide sequence is HIKTIAVSVY. The MHC is HLA-A68:01 with pseudo-sequence HLA-A68:01. The binding affinity (normalized) is 0.199.